From a dataset of Reaction yield outcomes from USPTO patents with 853,638 reactions. Predict the reaction yield, written as a fraction of the theoretical maximum amount of product (1.0 means a 100% yield; for example, 0.34 means a 34% yield). (1) The reactants are O=P(Cl)(Cl)[Cl:3].[CH3:6][O:7][C:8]1[CH:13]=[CH:12][C:11]([C:14]2[N:15]=[C:16](O)[C:17]3[CH:18]=[C:19]([Br:24])[CH:20]=[N:21][C:22]=3[CH:23]=2)=[CH:10][CH:9]=1. No catalyst specified. The product is [Cl:3][C:16]1[N:15]=[C:14]([C:11]2[CH:12]=[CH:13][C:8]([O:7][CH3:6])=[CH:9][CH:10]=2)[CH:23]=[C:22]2[C:17]=1[CH:18]=[C:19]([Br:24])[CH:20]=[N:21]2. The yield is 0.940. (2) The reactants are [CH3:1][CH:2]([CH3:6])[CH2:3]C=O.[C:7]([OH:10])(=O)[CH3:8].C(O[BH-](O[C:21](=[O:23])[CH3:22])OC(=O)C)(=O)C.[Na+].[OH-].[Na+].Cl.[NH2:28][CH:29]([C:33]1[CH:38]=[CH:37][C:36]([O:39][CH3:40])=[C:35]([O:41][CH2:42][CH3:43])[CH:34]=1)[CH2:30][C:31]#[N:32].[N:44]1C=[CH:48][CH:47]=[CH:46][CH:45]=1. The catalyst is ClCCCl.CO. The product is [CH2:42]([O:41][C:35]1[CH:34]=[C:33]([CH:29]([N:28]2[C:7](=[O:10])[C:8]3[C:22](=[CH:48][CH:47]=[CH:46][C:45]=3[NH:44][CH2:3][CH:2]([CH3:6])[CH3:1])[C:21]2=[O:23])[CH2:30][C:31]#[N:32])[CH:38]=[CH:37][C:36]=1[O:39][CH3:40])[CH3:43]. The yield is 0.460. (3) The reactants are [Cl:1][CH2:2][C:3]([O:5][CH3:6])=[O:4].C[Si](C)(C)[N:9]1[CH:13]=[CH:12][N:11]=[CH:10]1. No catalyst specified. The product is [Cl-:1].[CH3:6][O:5][C:3](=[O:4])[CH2:2][N:11]1[CH:12]=[CH:13][N+:9]([CH2:2][C:3](=[O:4])[O:5][CH3:6])=[CH:10]1. The yield is 0.997. (4) The reactants are F[C:2]1[CH:7]=[CH:6][C:5]([N+:8]([O-:10])=[O:9])=[C:4]([O:11][CH3:12])[CH:3]=1.C([O-])([O-])=O.[K+].[K+].[CH2:19]([NH2:25])[CH2:20][CH2:21][CH2:22][CH2:23][CH3:24]. The catalyst is C(#N)C. The product is [CH2:19]([NH:25][C:2]1[CH:7]=[CH:6][C:5]([N+:8]([O-:10])=[O:9])=[C:4]([O:11][CH3:12])[CH:3]=1)[CH2:20][CH2:21][CH2:22][CH2:23][CH3:24]. The yield is 0.800. (5) The reactants are CS(O[CH2:6][C:7]1[CH:12]=[CH:11][CH:10]=[C:9]([NH:13][C:14]([O:16][C:17]([CH3:20])([CH3:19])[CH3:18])=[O:15])[N:8]=1)(=O)=O.[NH:21]1[CH2:25][CH2:24][CH2:23][CH2:22]1.C([O-])([O-])=O.[K+].[K+].C([O-])(O)=O.[Na+]. The catalyst is C(#N)C. The product is [N:21]1([CH2:6][C:7]2[N:8]=[C:9]([NH:13][C:14](=[O:15])[O:16][C:17]([CH3:20])([CH3:19])[CH3:18])[CH:10]=[CH:11][CH:12]=2)[CH2:25][CH2:24][CH2:23][CH2:22]1. The yield is 0.620. (6) The reactants are O[CH:2]([C:4]1[CH:21]=[CH:20][C:7]2/[C:8](=[CH:17]/[C:18]#[N:19])/[C:9]3[CH:16]=[CH:15][CH:14]=[CH:13][C:10]=3[CH2:11][CH2:12][C:6]=2[CH:5]=1)[CH3:3].[CH2:22]([C:24]1[NH:34][C:27]2=[N:28][C:29]([CH3:33])=[CH:30][C:31]([CH3:32])=[C:26]2[N:25]=1)[CH3:23].C1(P(C2C=CC=CC=2)C2C=CC=CC=2)C=CC=CC=1.N(C(OC(C)(C)C)=O)=NC(OC(C)(C)C)=O. The catalyst is C1COCC1. The product is [CH2:22]([C:24]1[N:34]([CH:2]([C:4]2[CH:21]=[CH:20][C:7]3/[C:8](=[CH:17]/[C:18]#[N:19])/[C:9]4[CH:16]=[CH:15][CH:14]=[CH:13][C:10]=4[CH2:11][CH2:12][C:6]=3[CH:5]=2)[CH3:3])[C:27]2=[N:28][C:29]([CH3:33])=[CH:30][C:31]([CH3:32])=[C:26]2[N:25]=1)[CH3:23]. The yield is 0.450.